Task: Predict which catalyst facilitates the given reaction.. Dataset: Catalyst prediction with 721,799 reactions and 888 catalyst types from USPTO (1) Reactant: [CH3:1][O:2][CH2:3][C:4]#[C:5][C:6]([OH:8])=O.[NH2:9][C:10]1[N:15]=[CH:14][N:13]=[C:12]2[N:16]([C@@H:34]3[CH2:38][CH2:37][NH:36][CH2:35]3)[N:17]=[C:18]([C:19]3[CH:33]=[CH:32][C:22]([C:23]([NH:25][C:26]4[CH:31]=[CH:30][CH:29]=[CH:28][N:27]=4)=[O:24])=[CH:21][CH:20]=3)[C:11]=12.C(N=C=NCCCN(C)C)C. Product: [NH2:9][C:10]1[N:15]=[CH:14][N:13]=[C:12]2[N:16]([C@@H:34]3[CH2:38][CH2:37][N:36]([C:6](=[O:8])[C:5]#[C:4][CH2:3][O:2][CH3:1])[CH2:35]3)[N:17]=[C:18]([C:19]3[CH:20]=[CH:21][C:22]([C:23]([NH:25][C:26]4[CH:31]=[CH:30][CH:29]=[CH:28][N:27]=4)=[O:24])=[CH:32][CH:33]=3)[C:11]=12. The catalyst class is: 2. (2) Reactant: Cl.[CH3:2][O:3][C:4](=[O:37])[CH2:5][CH2:6][C:7]([N:9]1[C:17]2[C:12](=[CH:13][C:14]([CH2:19][CH2:20][N:21]3[CH2:26][CH2:25][N:24]([C:27]4[C:31]5[CH:32]=[CH:33][CH:34]=[CH:35][C:30]=5[S:29][N:28]=4)[CH2:23][CH2:22]3)=[C:15]([Cl:18])[CH:16]=2)[CH2:11][C:10]1=[O:36])=[O:8].[CH2:38](O)C.Cl. Product: [ClH:18].[CH2:2]([O:3][C:4](=[O:37])[CH2:5][CH2:6][C:7]([N:9]1[C:17]2[C:12](=[CH:13][C:14]([CH2:19][CH2:20][N:21]3[CH2:26][CH2:25][N:24]([C:27]4[C:31]5[CH:32]=[CH:33][CH:34]=[CH:35][C:30]=5[S:29][N:28]=4)[CH2:23][CH2:22]3)=[C:15]([Cl:18])[CH:16]=2)[CH2:11][C:10]1=[O:36])=[O:8])[CH3:38]. The catalyst class is: 6. (3) Reactant: C(OP([CH2:9][C:10]([O:12][CH2:13][CH3:14])=[O:11])(OCC)=O)C.[H-].[Na+].[CH3:17][S:18]([C:21]1[CH:28]=[CH:27][C:24]([CH:25]=O)=[CH:23][CH:22]=1)(=[O:20])=[O:19]. Product: [CH3:17][S:18]([C:21]1[CH:28]=[CH:27][C:24]([CH:25]=[CH:9][C:10]([O:12][CH2:13][CH3:14])=[O:11])=[CH:23][CH:22]=1)(=[O:19])=[O:20]. The catalyst class is: 20. (4) Reactant: [CH2:1]([N:8]1[CH2:12][CH2:11][C@H:10]([NH:13][C:14]2[CH:19]=[CH:18][C:17]([F:20])=[CH:16][C:15]=2[F:21])[CH2:9]1)[C:2]1[CH:7]=[CH:6][CH:5]=[CH:4][CH:3]=1.[C:22](Cl)(=[O:26])[CH:23]([CH3:25])[CH3:24]. Product: [CH2:1]([N:8]1[CH2:12][CH2:11][C@H:10]([N:13]([C:22](=[O:26])[CH:23]([CH3:25])[CH3:24])[C:14]2[CH:19]=[CH:18][C:17]([F:20])=[CH:16][C:15]=2[F:21])[CH2:9]1)[C:2]1[CH:7]=[CH:6][CH:5]=[CH:4][CH:3]=1. The catalyst class is: 377. (5) Reactant: CN(C(ON1N=NC2C=CC=NC1=2)=[N+](C)C)C.F[P-](F)(F)(F)(F)F.[Cl:25][C:26]1[CH:31]=[C:30]([NH:32][C:33]2[C:42]3[C:37](=[CH:38][CH:39]=[CH:40][C:41]=3[O:43][CH2:44][CH:45]3[CH2:50][CH2:49][NH:48][CH2:47][CH2:46]3)[N:36]=[CH:35][N:34]=2)[CH:29]=[CH:28][C:27]=1[OH:51].[C:52](O)(=[O:55])[CH2:53][OH:54]. Product: [Cl:25][C:26]1[CH:31]=[C:30]([NH:32][C:33]2[C:42]3[C:37](=[CH:38][CH:39]=[CH:40][C:41]=3[O:43][CH2:44][CH:45]3[CH2:50][CH2:49][N:48]([C:53](=[O:54])[CH2:52][OH:55])[CH2:47][CH2:46]3)[N:36]=[CH:35][N:34]=2)[CH:29]=[CH:28][C:27]=1[OH:51]. The catalyst class is: 44. (6) Reactant: [CH3:1][CH:2]([CH3:38])[CH2:3][C@H:4]([NH:18][C:19](=[O:37])[C@H:20]([CH2:30][C:31]1[CH:36]=[CH:35][CH:34]=[CH:33][CH:32]=1)[NH:21][C:22]([C:24]1[CH:29]=[N:28][CH:27]=[CH:26][N:25]=1)=[O:23])[B:5]1[O:9][C@@H]2C[C@@H]3C[C@H]([C@]2(C)[O:6]1)C3(C)C.Cl.C(B(O)O)C(C)C.[OH-].[Na+]. Product: [CH3:1][CH:2]([CH3:38])[CH2:3][C@@H:4]([B:5]([OH:9])[OH:6])[NH:18][C:19](=[O:37])[C@@H:20]([NH:21][C:22]([C:24]1[CH:29]=[N:28][CH:27]=[CH:26][N:25]=1)=[O:23])[CH2:30][C:31]1[CH:32]=[CH:33][CH:34]=[CH:35][CH:36]=1. The catalyst class is: 5. (7) Reactant: [Br:1][C:2]1[CH:3]=[C:4]([NH2:18])[C:5]([NH:8][C:9]2[CH:14]=[CH:13][C:12]([O:15][CH2:16][CH3:17])=[CH:11][CH:10]=2)=[CH:6][CH:7]=1.[C:19](O)(=O)C.C(N)=N. Product: [Br:1][C:2]1[CH:7]=[CH:6][C:5]2[N:8]([C:9]3[CH:10]=[CH:11][C:12]([O:15][CH2:16][CH3:17])=[CH:13][CH:14]=3)[CH:19]=[N:18][C:4]=2[CH:3]=1. The catalyst class is: 8. (8) Reactant: [CH3:1][C:2]1[S:6][C:5]([C:7]2[C:8]([O:18][C:19]3[CH:24]=[CH:23][C:22]([O:25][CH2:26][CH2:27][N:28]4[CH2:33][CH2:32][CH2:31][CH2:30][CH2:29]4)=[CH:21][CH:20]=3)=[C:9]3[C:14](=[CH:15][CH:16]=2)[CH:13]=[C:12]([OH:17])[CH:11]=[CH:10]3)=[CH:4][CH:3]=1.C(OCC)(=O)C.[CH3:40][S:41](O)(=[O:43])=[O:42]. Product: [CH3:40][S:41]([O:17][C:12]1[CH:11]=[CH:10][C:9]2[C:14](=[CH:15][CH:16]=[C:7]([C:5]3[S:6][C:2]([CH3:1])=[CH:3][CH:4]=3)[C:8]=2[O:18][C:19]2[CH:24]=[CH:23][C:22]([O:25][CH2:26][CH2:27][N:28]3[CH2:33][CH2:32][CH2:31][CH2:30][CH2:29]3)=[CH:21][CH:20]=2)[CH:13]=1)(=[O:43])=[O:42]. The catalyst class is: 7.